This data is from Full USPTO retrosynthesis dataset with 1.9M reactions from patents (1976-2016). The task is: Predict the reactants needed to synthesize the given product. (1) Given the product [CH3:27][N:2]([CH3:1])[C:3]([C:5]1[N:10]=[C:9]2[C:11]([CH2:15][OH:16])=[C:12]([CH3:14])[NH:13][C:8]2=[C:7]([NH:17][CH2:18][C:19]2[C:24]([CH3:25])=[CH:23][CH:22]=[CH:21][C:20]=2[CH3:26])[CH:6]=1)=[O:4], predict the reactants needed to synthesize it. The reactants are: [CH3:1][N:2]([CH3:27])[C:3]([C:5]1[N:10]=[C:9]2[C:11]([CH:15]=[O:16])=[C:12]([CH3:14])[NH:13][C:8]2=[C:7]([NH:17][CH2:18][C:19]2[C:24]([CH3:25])=[CH:23][CH:22]=[CH:21][C:20]=2[CH3:26])[CH:6]=1)=[O:4].[BH4-].[Na+].ClCCl.[Cl-].[NH4+]. (2) Given the product [CH3:14][C:6]1[CH:5]=[C:4]([CH:3]=[C:2]([CH3:1])[C:7]=1[CH2:8][N:9]1[CH2:13][CH2:12][CH2:11][CH2:10]1)[O:15][C@H:27]1[CH2:28][C@H:29]([CH2:31][N:32]2[CH2:33][CH2:34][O:35][CH2:36][CH2:37]2)[CH2:30]1, predict the reactants needed to synthesize it. The reactants are: [CH3:1][C:2]1[CH:3]=[C:4]([OH:15])[CH:5]=[C:6]([CH3:14])[C:7]=1[CH2:8][N:9]1[CH2:13][CH2:12][CH2:11][CH2:10]1.CC(C)([O-])C.[K+].CS(O[C@H:27]1[CH2:30][C@@H:29]([CH2:31][N:32]2[CH2:37][CH2:36][O:35][CH2:34][CH2:33]2)[CH2:28]1)(=O)=O. (3) Given the product [ClH:24].[ClH:24].[NH2:21][C:19]1[C:18]([C:22]#[N:23])=[CH:17][N:16]=[C:15]([NH:14][CH:11]2[CH2:10][CH2:9][NH:8][CH2:13][CH2:12]2)[N:20]=1, predict the reactants needed to synthesize it. The reactants are: C(OC([N:8]1[CH2:13][CH2:12][CH:11]([NH:14][C:15]2[N:20]=[C:19]([NH2:21])[C:18]([C:22]#[N:23])=[CH:17][N:16]=2)[CH2:10][CH2:9]1)=O)(C)(C)C.[ClH:24]. (4) The reactants are: Br[C:2]1[C:3]([NH2:9])=[N:4][CH:5]=[C:6]([Br:8])[N:7]=1.[OH:10][CH2:11][C@@H:12]([NH:19][C:20](=[O:36])[C:21]1[CH:26]=[CH:25][C:24](B2OC(C)(C)C(C)(C)O2)=[CH:23][CH:22]=1)[C:13]1[CH:18]=[CH:17][CH:16]=[CH:15][CH:14]=1.C(Cl)Cl.C([O-])([O-])=O.[Na+].[Na+]. Given the product [NH2:9][C:3]1[C:2]([C:24]2[CH:25]=[CH:26][C:21]([C:20]([NH:19][C@@H:12]([C:13]3[CH:18]=[CH:17][CH:16]=[CH:15][CH:14]=3)[CH2:11][OH:10])=[O:36])=[CH:22][CH:23]=2)=[N:7][C:6]([Br:8])=[CH:5][N:4]=1, predict the reactants needed to synthesize it. (5) Given the product [N:11]1([CH2:10][CH2:9][NH:8][C:6](=[O:7])[O:5][C:1]([CH3:3])([CH3:2])[CH3:4])[CH2:12][CH2:13][NH:14][CH2:15][CH2:16]1, predict the reactants needed to synthesize it. The reactants are: [C:1]([O:5][C:6]([NH:8][CH2:9][CH2:10][N:11]1[CH2:16][CH2:15][N:14](C(OCC2C=CC=CC=2)=O)[CH2:13][CH2:12]1)=[O:7])([CH3:4])([CH3:3])[CH3:2].